Dataset: Reaction yield outcomes from USPTO patents with 853,638 reactions. Task: Predict the reaction yield, written as a fraction of the theoretical maximum amount of product (1.0 means a 100% yield; for example, 0.34 means a 34% yield). (1) The reactants are [Cl:1][C:2]1[CH:7]=[C:6]([N:8]=[C:9]=[S:10])[CH:5]=[C:4]([C:11]([F:14])([F:13])[F:12])[C:3]=1[C:15]1[CH:20]=[CH:19][C:18]([O:21][CH:22]2[CH2:27][CH2:26][N:25]([C:28]([O:30][C:31]([CH3:34])([CH3:33])[CH3:32])=[O:29])[CH2:24][CH2:23]2)=[CH:17][CH:16]=1.[N:35]#[C:36][NH2:37].[Na].[CH3:39]O.IC. The catalyst is C(COC)OC. The product is [Cl:1][C:2]1[CH:7]=[C:6]([NH:8]/[C:9](=[N:35]/[C:36]#[N:37])/[S:10][CH3:39])[CH:5]=[C:4]([C:11]([F:13])([F:14])[F:12])[C:3]=1[C:15]1[CH:20]=[CH:19][C:18]([O:21][CH:22]2[CH2:27][CH2:26][N:25]([C:28]([O:30][C:31]([CH3:34])([CH3:33])[CH3:32])=[O:29])[CH2:24][CH2:23]2)=[CH:17][CH:16]=1. The yield is 0.770. (2) The reactants are C1CCC(N=C=NC2CCCCC2)CC1.Cl.[CH3:17][O:18][C:19]1[CH:24]=[CH:23][C:22]([O:25][CH3:26])=[CH:21][C:20]=1[NH:27][CH:28]([C:32]1[CH:37]=[CH:36][CH:35]=[CH:34][CH:33]=1)[C:29]([OH:31])=[O:30].C1C=CC2N(O)N=NC=2C=1.[N:48]12[CH2:55][CH2:54][CH:51]([CH2:52][CH2:53]1)[C@@H:50](O)[CH2:49]2. The catalyst is C1COCC1. The product is [N:48]12[CH2:55][CH2:54][CH:51]([CH2:52][CH2:53]1)[C@@H:50]([O:30][C:29](=[O:31])[CH:28]([NH:27][C:20]1[CH:21]=[C:22]([O:25][CH3:26])[CH:23]=[CH:24][C:19]=1[O:18][CH3:17])[C:32]1[CH:37]=[CH:36][CH:35]=[CH:34][CH:33]=1)[CH2:49]2. The yield is 0.570. (3) The reactants are [NH:1]1[CH:5]=[CH:4][C:3]([C:6]([O:8][CH3:9])=[O:7])=[CH:2]1.[Br:10]N1C(=O)CCC1=O.O. The catalyst is O1CCCC1.N1C=CC=CC=1. The product is [Br:10][C:5]1[NH:1][CH:2]=[C:3]([C:6]([O:8][CH3:9])=[O:7])[CH:4]=1. The yield is 0.620. (4) The reactants are [OH:1][C:2]1[CH:7]=[CH:6][C:5]([N:8]2[C:13](=[O:14])[C:12]([CH2:15][C:16]3[CH:21]=[CH:20][C:19]([C:22]4[C:23]([C:28]#[N:29])=[CH:24][CH:25]=[CH:26][CH:27]=4)=[CH:18][CH:17]=3)=[C:11]([CH2:30][CH2:31][CH3:32])[N:10]=[C:9]2[CH3:33])=[CH:4][CH:3]=1.Br[CH:35]1[CH2:39][CH2:38][CH2:37][CH2:36]1.C(=O)([O-])[O-].[Cs+].[Cs+].C(OCC)(=O)C. The catalyst is CN(C)C=O.O. The product is [CH:35]1([O:1][C:2]2[CH:3]=[CH:4][C:5]([N:8]3[C:13](=[O:14])[C:12]([CH2:15][C:16]4[CH:21]=[CH:20][C:19]([C:22]5[C:23]([C:28]#[N:29])=[CH:24][CH:25]=[CH:26][CH:27]=5)=[CH:18][CH:17]=4)=[C:11]([CH2:30][CH2:31][CH3:32])[N:10]=[C:9]3[CH3:33])=[CH:6][CH:7]=2)[CH2:39][CH2:38][CH2:37][CH2:36]1. The yield is 0.910. (5) The reactants are [N+:1]([C:4]1[CH:9]=[CH:8][CH:7]=[C:6]([OH:10])[C:5]=1[OH:11])([O-:3])=[O:2].Br[CH:13](Br)[CH3:14].C([O-])([O-])=O.[K+].[K+]. The catalyst is [Br-].C([N+](CCCC)(CCCC)CCCC)CCC.C1(C)C=CC=CC=1. The product is [N+:1]([C:4]1[C:5]2[O:11][CH2:14][CH2:13][O:10][C:6]=2[CH:7]=[CH:8][CH:9]=1)([O-:3])=[O:2]. The yield is 0.930.